This data is from Full USPTO retrosynthesis dataset with 1.9M reactions from patents (1976-2016). The task is: Predict the reactants needed to synthesize the given product. Given the product [F:1][C:2]1[CH:3]=[C:4]([C:12]2[CH:13]=[CH:14][C:15]([S:18]([CH3:21])(=[O:20])=[O:19])=[CH:16][CH:17]=2)[C:5]2[N:6]([N:8]=[C:9]([NH:11][C:23]3[CH:24]=[CH:25][C:26]([N:29]4[CH2:34][CH2:33][N:32]([CH3:35])[CH2:31][CH2:30]4)=[CH:27][CH:28]=3)[N:10]=2)[CH:7]=1, predict the reactants needed to synthesize it. The reactants are: [F:1][C:2]1[CH:3]=[C:4]([C:12]2[CH:17]=[CH:16][C:15]([S:18]([CH3:21])(=[O:20])=[O:19])=[CH:14][CH:13]=2)[C:5]2[N:6]([N:8]=[C:9]([NH2:11])[N:10]=2)[CH:7]=1.Br[C:23]1[CH:28]=[CH:27][C:26]([N:29]2[CH2:34][CH2:33][N:32]([CH3:35])[CH2:31][CH2:30]2)=[CH:25][CH:24]=1.